Dataset: Forward reaction prediction with 1.9M reactions from USPTO patents (1976-2016). Task: Predict the product of the given reaction. (1) Given the reactants [CH3:1][O:2][CH2:3][CH2:4][O:5][C:6]1[CH:11]=[CH:10][C:9]([N+:12]([O-])=O)=[C:8]([N+:15]([O-])=O)[CH:7]=1.[CH3:18][C:19]1[NH:20][C:21]2[C:26]([CH:27]=1)=[CH:25][C:24]([NH:28][C:29]([C:31]1[CH:38]=[CH:37][C:34]([CH:35]=O)=[CH:33][CH:32]=1)=[O:30])=[CH:23][CH:22]=2, predict the reaction product. The product is: [CH3:1][O:2][CH2:3][CH2:4][O:5][C:6]1[CH:11]=[CH:10][C:9]2[N:12]=[C:35]([C:34]3[CH:33]=[CH:32][C:31]([C:29]([NH:28][C:24]4[CH:25]=[C:26]5[C:21](=[CH:22][CH:23]=4)[NH:20][C:19]([CH3:18])=[CH:27]5)=[O:30])=[CH:38][CH:37]=3)[NH:15][C:8]=2[CH:7]=1. (2) Given the reactants [N:1]1[CH:6]=[CH:5][CH:4]=[CH:3][C:2]=1[NH2:7].[NH2:8][C:9]1[C:10]([C:16](O)=[O:17])=[N:11][C:12]([Br:15])=[CH:13][N:14]=1, predict the reaction product. The product is: [NH2:8][C:9]1[C:10]([C:16]([NH:7][C:2]2[CH:3]=[CH:4][CH:5]=[CH:6][N:1]=2)=[O:17])=[N:11][C:12]([Br:15])=[CH:13][N:14]=1. (3) Given the reactants [H][H].[C:3]([O:8][CH2:9][CH2:10][C:11]1[CH:16]=[CH:15][C:14]([N+:17]([O-])=O)=[CH:13][C:12]=1[N+:20]([O-])=O)(=[O:7])[CH2:4][CH2:5][CH3:6], predict the reaction product. The product is: [C:3]([O:8][CH2:9][CH2:10][C:11]1[CH:16]=[CH:15][C:14]([NH2:17])=[CH:13][C:12]=1[NH2:20])(=[O:7])[CH2:4][CH2:5][CH3:6]. (4) Given the reactants [CH2:1]1[CH:10]2[N:5]([S:6](=[O:16])(=[O:15])[C:7]3[CH:14]=[CH:13][CH:12]=[CH:11][C:8]=3[CH2:9]2)[CH2:4][CH2:3][NH:2]1.[C:17](=O)([O-])[O-].[Cs+].[Cs+].CI, predict the reaction product. The product is: [CH3:17][N:2]1[CH2:3][CH2:4][N:5]2[S:6](=[O:15])(=[O:16])[C:7]3[CH:14]=[CH:13][CH:12]=[CH:11][C:8]=3[CH2:9][CH:10]2[CH2:1]1. (5) Given the reactants [NH2:1][N:2]1[C:7](=[O:8])[C:6]([C:9]2[NH:14][C:13]3[CH:15]=[CH:16][CH:17]=[CH:18][C:12]=3[S:11](=[O:20])(=[O:19])[N:10]=2)=[C:5]([OH:21])[C:4]2[S:22][CH:23]=[CH:24][C:3]1=2.[C:25]1(=O)[CH2:28][CH2:27][CH2:26]1, predict the reaction product. The product is: [C:25]1(=[N:1][N:2]2[C:7](=[O:8])[C:6]([C:9]3[NH:14][C:13]4[CH:15]=[CH:16][CH:17]=[CH:18][C:12]=4[S:11](=[O:20])(=[O:19])[N:10]=3)=[C:5]([OH:21])[C:4]3[S:22][CH:23]=[CH:24][C:3]2=3)[CH2:28][CH2:27][CH2:26]1. (6) Given the reactants [Cl:1][C:2]1[C:3]([F:11])=[C:4]([CH:8]=[CH:9][CH:10]=1)[C:5]([OH:7])=O.Cl.[NH2:13][CH2:14][C:15]1[CH:26]=[CH:25][C:24]([C:27]#[N:28])=[CH:23][C:16]=1[O:17][CH2:18][C:19]([NH:21][CH3:22])=[O:20], predict the reaction product. The product is: [Cl:1][C:2]1[C:3]([F:11])=[C:4]([CH:8]=[CH:9][CH:10]=1)[C:5]([NH:13][CH2:14][C:15]1[CH:26]=[CH:25][C:24]([C:27]#[N:28])=[CH:23][C:16]=1[O:17][CH2:18][C:19](=[O:20])[NH:21][CH3:22])=[O:7].